From a dataset of Catalyst prediction with 721,799 reactions and 888 catalyst types from USPTO. Predict which catalyst facilitates the given reaction. (1) The catalyst class is: 1. Product: [CH2:9]([O:11][C:12](=[O:38])[CH:13]([C:14]1[CH:15]=[C:16]([C:28]2[CH:29]=[CH:30][C:31]([C:34]([F:36])([F:37])[F:35])=[CH:32][CH:33]=2)[CH:17]=[C:18]([O:20][CH2:21][C:22]2[CH:23]=[CH:24][CH:25]=[CH:26][CH:27]=2)[CH:19]=1)[CH2:2][CH2:3][CH3:4])[CH3:10]. Reactant: [Li+].[CH3:2][CH:3]([N-]C(C)C)[CH3:4].[CH2:9]([O:11][C:12](=[O:38])[CH2:13][C:14]1[CH:15]=[C:16]([C:28]2[CH:33]=[CH:32][C:31]([C:34]([F:37])([F:36])[F:35])=[CH:30][CH:29]=2)[CH:17]=[C:18]([O:20][CH2:21][C:22]2[CH:27]=[CH:26][CH:25]=[CH:24][CH:23]=2)[CH:19]=1)[CH3:10].ICCC.[Cl-].[NH4+]. (2) Reactant: [Si]([O:8][CH2:9][CH2:10][C@@H:11]([NH:27][S:28]([C:31]1[CH:36]=[CH:35][C:34]([F:37])=[CH:33][CH:32]=1)(=[O:30])=[O:29])[CH2:12][N:13]1[C:17]2=[N:18][CH:19]=[CH:20][CH:21]=[C:16]2[C:15]([CH2:22][C:23]([O:25][CH3:26])=[O:24])=[CH:14]1)(C(C)(C)C)(C)C.CCCC[N+](CCCC)(CCCC)CCCC.[F-]. Product: [F:37][C:34]1[CH:35]=[CH:36][C:31]([S:28]([NH:27][C@H:11]([CH2:10][CH2:9][OH:8])[CH2:12][N:13]2[C:17]3=[N:18][CH:19]=[CH:20][CH:21]=[C:16]3[C:15]([CH2:22][C:23]([O:25][CH3:26])=[O:24])=[CH:14]2)(=[O:30])=[O:29])=[CH:32][CH:33]=1. The catalyst class is: 4.